This data is from Forward reaction prediction with 1.9M reactions from USPTO patents (1976-2016). The task is: Predict the product of the given reaction. (1) Given the reactants [Cl:1][C:2]1[CH:7]=[CH:6][C:5]([C:8]#[C:9][CH2:10][CH2:11][CH2:12][OH:13])=[CH:4][CH:3]=1.[C:14]1([CH3:24])[CH:19]=[CH:18][C:17]([S:20](Cl)(=[O:22])=[O:21])=[CH:16][CH:15]=1.C(N(CC)CC)C, predict the reaction product. The product is: [C:14]1([CH3:24])[CH:19]=[CH:18][C:17]([S:20]([O:13][CH2:12][CH2:11][CH2:10][C:9]#[C:8][C:5]2[CH:4]=[CH:3][C:2]([Cl:1])=[CH:7][CH:6]=2)(=[O:22])=[O:21])=[CH:16][CH:15]=1. (2) Given the reactants [CH2:1]1[C:10]2[C:5](=[CH:6][CH:7]=[CH:8][CH:9]=2)[CH2:4][CH2:3][C:2]1=O.C1(C)C=CC(S(O)(=O)=[O:19])=CC=1.[NH:23]1C[CH2:26][CH2:25][CH2:24]1, predict the reaction product. The product is: [CH2:26]1[C:1]2[C:10]3[CH:9]=[CH:8][CH:7]=[CH:6][C:5]=3[CH2:4][CH2:3][C:2]=2[NH:23][C:24](=[O:19])[CH2:25]1. (3) Given the reactants [F:1][C:2]1[CH:3]=[C:4]([CH2:8][C:9]#[N:10])[CH:5]=[CH:6][CH:7]=1.C[O-].[Na+].[F:14][C:15]1[CH:20]=[CH:19][C:18]([CH:21]=[CH:22][C:23]([O:25][CH3:26])=[O:24])=[CH:17][CH:16]=1.C(CC(C1C=CC(F)=CC=1)C(C1C=CC=C(F)C=1)C(OC)=O)#N, predict the reaction product. The product is: [C:9]([CH:8]([C:4]1[CH:5]=[CH:6][CH:7]=[C:2]([F:1])[CH:3]=1)[CH:21]([C:18]1[CH:17]=[CH:16][C:15]([F:14])=[CH:20][CH:19]=1)[CH2:22][C:23]([O:25][CH3:26])=[O:24])#[N:10]. (4) Given the reactants [N+:1]([C:4]1[CH:9]=[CH:8][C:7]([C@H:10]2[CH2:12][O:11]2)=[CH:6][CH:5]=1)([O-:3])=[O:2].[NH2:13][CH2:14][CH2:15][CH2:16][OH:17], predict the reaction product. The product is: [OH:11][C@@H:10]([C:7]1[CH:8]=[CH:9][C:4]([N+:1]([O-:3])=[O:2])=[CH:5][CH:6]=1)[CH2:12][NH:13][CH2:14][CH2:15][CH2:16][OH:17]. (5) Given the reactants [CH3:1][C:2]1([CH3:21])[O:6][CH:5]([CH2:7][O:8][C:9]2[C:18]([CH3:19])=[CH:17][C:12]([C:13]([NH:15][OH:16])=[NH:14])=[CH:11][C:10]=2[CH3:20])[CH2:4][O:3]1.[CH2:22](C1C=C(C=C(C)C=1O)C#N)C, predict the reaction product. The product is: [CH3:1][C:2]1([CH3:21])[O:6][C@H:5]([CH2:7][O:8][C:9]2[C:10]([CH3:20])=[CH:11][C:12]([C:13]([NH:15][OH:16])=[NH:14])=[CH:17][C:18]=2[CH2:19][CH3:22])[CH2:4][O:3]1. (6) Given the reactants [N:1]1[C:10]2[C:5](=[CH:6][C:7]([NH2:11])=[CH:8][CH:9]=2)[CH:4]=[CH:3][CH:2]=1.[Br-:12].[Br-].[Br-].C([N+](CCCC)(CCCC)CCCC)CCC.C([N+](CCCC)(CCCC)CCCC)CCC.C([N+](CCCC)(CCCC)CCCC)CCC.S([O-])([O-])(=O)=S.[Na+].[Na+], predict the reaction product. The product is: [Br:12][C:6]1[C:7]([NH2:11])=[CH:8][CH:9]=[C:10]2[C:5]=1[CH:4]=[CH:3][CH:2]=[N:1]2. (7) Given the reactants Cl[C:2]1[N:19]=[C:5]2[C:6]([C:10]3[CH:15]=[CH:14][CH:13]=[CH:12][C:11]=3[CH2:16][O:17][CH3:18])=[CH:7][CH:8]=[CH:9][N:4]2[N:3]=1.[C:20]([O:24][C:25]([N:27]1[CH2:33][CH2:32][C:31]2[CH:34]=[CH:35][C:36]([NH2:38])=[CH:37][C:30]=2[CH2:29][CH2:28]1)=[O:26])([CH3:23])([CH3:22])[CH3:21], predict the reaction product. The product is: [C:20]([O:24][C:25]([N:27]1[CH2:33][CH2:32][C:31]2[CH:34]=[CH:35][C:36]([NH:38][C:2]3[N:19]=[C:5]4[C:6]([C:10]5[CH:15]=[CH:14][CH:13]=[CH:12][C:11]=5[CH2:16][O:17][CH3:18])=[CH:7][CH:8]=[CH:9][N:4]4[N:3]=3)=[CH:37][C:30]=2[CH2:29][CH2:28]1)=[O:26])([CH3:23])([CH3:21])[CH3:22]. (8) Given the reactants [C:1](O)([C:3](F)(F)F)=O.[CH3:8][O:9][CH2:10][CH2:11][O:12][C:13]1[CH:18]=[CH:17][C:16]([NH:19][C:20]2[N:21]=[C:22]([NH:29]C3C=C(NC(=O)OC(C)(C)C)C=CC=3)[C:23]3[CH:28]=[CH:27][NH:26][C:24]=3[N:25]=2)=[CH:15][CH:14]=1, predict the reaction product. The product is: [NH2:19][C:16]1[CH:15]=[C:14]([N:19]([C:16]2[CH:17]=[CH:18][C:13]([O:12][CH2:11][CH2:10][O:9][CH3:8])=[CH:14][CH:15]=2)[C:20]2[N:21]=[C:22]([NH2:29])[C:23]3[CH:28]=[CH:27][NH:26][C:24]=3[N:25]=2)[CH:13]=[CH:1][CH:3]=1.